From a dataset of Catalyst prediction with 721,799 reactions and 888 catalyst types from USPTO. Predict which catalyst facilitates the given reaction. (1) Reactant: Cl[C:2]1[CH:7]=[CH:6][C:5]([O:8][CH3:9])=[CH:4][CH:3]=1.[CH3:10][NH:11][C:12]1[CH:17]=[CH:16][CH:15]=[CH:14][CH:13]=1.CC(C)([O-])C.[Na+]. Product: [CH3:9][O:8][C:5]1[CH:6]=[CH:7][C:2]([N:11]([CH3:10])[C:12]2[CH:17]=[CH:16][CH:15]=[CH:14][CH:13]=2)=[CH:3][CH:4]=1. The catalyst class is: 222. (2) Reactant: [N:1]1[CH:6]=[CH:5][CH:4]=[C:3]([NH:7][C:8](=[O:15])OCC(Cl)(Cl)Cl)[CH:2]=1.Cl.Cl.[F:18][C:19]1[CH:24]=[CH:23][CH:22]=[CH:21][C:20]=1[C:25]1[CH:30]=[CH:29][N:28]=[C:27]([N:31]2[CH2:36][CH2:35][NH:34][CH2:33][CH2:32]2)[N:26]=1. Product: [F:18][C:19]1[CH:24]=[CH:23][CH:22]=[CH:21][C:20]=1[C:25]1[CH:30]=[CH:29][N:28]=[C:27]([N:31]2[CH2:32][CH2:33][N:34]([C:8]([NH:7][C:3]3[CH:2]=[N:1][CH:6]=[CH:5][CH:4]=3)=[O:15])[CH2:35][CH2:36]2)[N:26]=1. The catalyst class is: 188. (3) Product: [CH:12]1[C:11]2[CH:10]([CH2:9][O:8][C:7]([NH:6][C@@H:3]([CH:4]=[CH2:5])[CH2:2][NH:32][C@@H:27]([CH2:28][CH:29]([CH3:31])[CH3:30])[C:26]([O:25][CH3:24])=[O:33])=[O:23])[C:22]3[C:17](=[CH:18][CH:19]=[CH:20][CH:21]=3)[C:16]=2[CH:15]=[CH:14][CH:13]=1. Reactant: O=[CH:2][C@@H:3]([NH:6][C:7](=[O:23])[O:8][CH2:9][CH:10]1[C:22]2[CH:21]=[CH:20][CH:19]=[CH:18][C:17]=2[C:16]2[C:11]1=[CH:12][CH:13]=[CH:14][CH:15]=2)[CH:4]=[CH2:5].[CH3:24][O:25][C:26](=[O:33])[C@@H:27]([NH2:32])[CH2:28][CH:29]([CH3:31])[CH3:30].[BH-](OC(C)=O)(OC(C)=O)OC(C)=O.[Na+]. The catalyst class is: 1. (4) The catalyst class is: 8. Reactant: [Cl:1][C:2]1[C:3]([NH2:9])=[C:4]([NH2:8])[CH:5]=[CH:6][CH:7]=1.O=[C:11]([C:17](OCC)=[O:18])[C:12]([O:14][CH2:15][CH3:16])=[O:13]. Product: [Cl:1][C:2]1[CH:7]=[CH:6][CH:5]=[C:4]2[C:3]=1[N:9]=[C:11]([C:12]([O:14][CH2:15][CH3:16])=[O:13])[C:17](=[O:18])[NH:8]2. (5) Reactant: [Cl:1][C:2]1[CH:7]=[C:6]([N+:8]([O-:10])=[O:9])[CH:5]=[CH:4][C:3]=1[CH2:11][CH:12]=O.[F:14][C:15]1[CH:22]=[CH:21][C:18]([CH2:19][NH2:20])=[CH:17][CH:16]=1.CO.[BH4-].[Na+]. Product: [Cl:1][C:2]1[CH:7]=[C:6]([N+:8]([O-:10])=[O:9])[CH:5]=[CH:4][C:3]=1[CH2:11][CH2:12][NH:20][CH2:19][C:18]1[CH:21]=[CH:22][C:15]([F:14])=[CH:16][CH:17]=1. The catalyst class is: 15. (6) Reactant: Br[C:2]1C=C[C:5](C)=[N:6][CH:7]=1.[Li][CH2:10][CH2:11][CH2:12][CH3:13].CN(C=[O:18])C.O. Product: [CH3:13][C:12]1[CH:11]=[CH:10][C:7]([CH:2]=[O:18])=[N:6][CH:5]=1. The catalyst class is: 49. (7) The catalyst class is: 5. Reactant: Cl.[CH3:2][C:3]([CH3:35])([CH2:33][CH3:34])[CH2:4][C:5]1[N:6]=[C:7]([C:16]([OH:32])([CH3:31])[CH2:17][C:18]2[CH:23]=[CH:22][C:21]([C:24]3[CH:29]=[CH:28][CH:27]=[C:26]([CH3:30])[N:25]=3)=[CH:20][CH:19]=2)[N:8](S(N(C)C)(=O)=O)[CH:9]=1. Product: [CH3:2][C:3]([CH3:35])([CH2:33][CH3:34])[CH2:4][C:5]1[N:6]=[C:7]([C:16]([OH:32])([CH3:31])[CH2:17][C:18]2[CH:23]=[CH:22][C:21]([C:24]3[CH:29]=[CH:28][CH:27]=[C:26]([CH3:30])[N:25]=3)=[CH:20][CH:19]=2)[NH:8][CH:9]=1.